Dataset: Full USPTO retrosynthesis dataset with 1.9M reactions from patents (1976-2016). Task: Predict the reactants needed to synthesize the given product. (1) Given the product [F:22][C:23]1[CH:28]=[CH:27][CH:26]=[CH:25][C:24]=1[CH2:29][CH2:30][NH:31][CH2:18][C:17]1[CH:20]=[CH:21][C:14]([C:12]2[O:11][N:10]=[C:9]([CH2:1][CH2:2][CH2:3][CH2:4][CH2:5][CH2:6][CH2:7][CH3:8])[N:13]=2)=[CH:15][CH:16]=1, predict the reactants needed to synthesize it. The reactants are: [CH2:1]([C:9]1[N:13]=[C:12]([C:14]2[CH:21]=[CH:20][C:17]([CH:18]=O)=[CH:16][CH:15]=2)[O:11][N:10]=1)[CH2:2][CH2:3][CH2:4][CH2:5][CH2:6][CH2:7][CH3:8].[F:22][C:23]1[CH:28]=[CH:27][CH:26]=[CH:25][C:24]=1[CH2:29][CH2:30][NH2:31]. (2) Given the product [CH3:8][C:7]1[O:6][N:5]=[C:4]([C:9]2[CH:14]=[CH:13][CH:12]=[CH:11][CH:10]=2)[C:3]=1[C:1]#[C:2][C:16]1[NH:17][C:18]([CH3:21])=[N:19][CH:20]=1, predict the reactants needed to synthesize it. The reactants are: [C:1]([C:3]1[C:4]([C:9]2[CH:14]=[CH:13][CH:12]=[CH:11][CH:10]=2)=[N:5][O:6][C:7]=1[CH3:8])#[CH:2].I[C:16]1[N:17]=[C:18]([CH3:21])[NH:19][CH:20]=1. (3) Given the product [CH:43]1([CH2:46][O:47][C:48]2[CH:56]=[CH:55][C:51]3[O:52][CH2:53][O:54][C:50]=3[C:49]=2[C:57]2[C:58]3[NH:65][CH:64]=[C:63]([C:66]([NH:1][C@H:2]([CH2:32][C:33]4[C:41]5[C:36](=[CH:37][CH:38]=[CH:39][CH:40]=5)[N:35]([CH3:42])[CH:34]=4)[C:3]([N:5]4[CH2:6][CH2:7][CH:8]([N:11]5[N:20]=[C:19]([C:21]6[CH:26]=[CH:25][C:24]([O:27][CH3:28])=[C:23]([O:29][CH3:30])[CH:22]=6)[C@@H:18]6[C@@H:13]([CH2:14][CH2:15][CH2:16][CH2:17]6)[C:12]5=[O:31])[CH2:9][CH2:10]4)=[O:4])=[O:67])[C:59]=3[N:60]=[CH:61][N:62]=2)[CH2:44][CH2:45]1, predict the reactants needed to synthesize it. The reactants are: [NH2:1][C@H:2]([CH2:32][C:33]1[C:41]2[C:36](=[CH:37][CH:38]=[CH:39][CH:40]=2)[N:35]([CH3:42])[CH:34]=1)[C:3]([N:5]1[CH2:10][CH2:9][CH:8]([N:11]2[N:20]=[C:19]([C:21]3[CH:26]=[CH:25][C:24]([O:27][CH3:28])=[C:23]([O:29][CH3:30])[CH:22]=3)[C@@H:18]3[C@@H:13]([CH2:14][CH2:15][CH2:16][CH2:17]3)[C:12]2=[O:31])[CH2:7][CH2:6]1)=[O:4].[CH:43]1([CH2:46][O:47][C:48]2[CH:56]=[CH:55][C:51]3[O:52][CH2:53][O:54][C:50]=3[C:49]=2[C:57]2[C:58]3[NH:65][CH:64]=[C:63]([C:66](O)=[O:67])[C:59]=3[N:60]=[CH:61][N:62]=2)[CH2:45][CH2:44]1.CN(C(ON1N=NC2C=CC=CC1=2)=[N+](C)C)C.F[P-](F)(F)(F)(F)F.CCN(C(C)C)C(C)C. (4) The reactants are: [C:1]([C:3]1[CH:4]=[C:5]([C:13]2[N:17]=[C:16]([C:18]3[CH:26]=[CH:25][CH:24]=[C:23]4[C:19]=3[CH2:20][CH2:21][C@@H:22]4[NH:27]C(=O)OC(C)(C)C)[S:15][N:14]=2)[CH:6]=[CH:7][C:8]=1[O:9][CH:10]([CH3:12])[CH3:11])#[N:2].[ClH:35]. Given the product [ClH:35].[NH2:27][C@@H:22]1[C:23]2[C:19](=[C:18]([C:16]3[S:15][N:14]=[C:13]([C:5]4[CH:6]=[CH:7][C:8]([O:9][CH:10]([CH3:12])[CH3:11])=[C:3]([CH:4]=4)[C:1]#[N:2])[N:17]=3)[CH:26]=[CH:25][CH:24]=2)[CH2:20][CH2:21]1, predict the reactants needed to synthesize it.